This data is from NCI-60 drug combinations with 297,098 pairs across 59 cell lines. The task is: Regression. Given two drug SMILES strings and cell line genomic features, predict the synergy score measuring deviation from expected non-interaction effect. (1) Drug 1: C1=NC2=C(N1)C(=S)N=C(N2)N. Drug 2: CC1=CC=C(C=C1)C2=CC(=NN2C3=CC=C(C=C3)S(=O)(=O)N)C(F)(F)F. Cell line: HOP-62. Synergy scores: CSS=44.3, Synergy_ZIP=6.74, Synergy_Bliss=5.42, Synergy_Loewe=-9.40, Synergy_HSA=5.31. (2) Drug 1: C1C(C(OC1N2C=C(C(=O)NC2=O)F)CO)O. Drug 2: CC1C(C(CC(O1)OC2CC(CC3=C2C(=C4C(=C3O)C(=O)C5=CC=CC=C5C4=O)O)(C(=O)C)O)N)O. Cell line: HL-60(TB). Synergy scores: CSS=43.8, Synergy_ZIP=-1.35, Synergy_Bliss=-2.11, Synergy_Loewe=-0.865, Synergy_HSA=0.920.